This data is from Catalyst prediction with 721,799 reactions and 888 catalyst types from USPTO. The task is: Predict which catalyst facilitates the given reaction. (1) Reactant: [NH2:1][C:2]1[CH:7]=[CH:6][C:5]([N:8]2[CH2:14][CH2:13][CH2:12][CH:11]([N:15]3[CH2:19][CH2:18][C@@H:17]([NH:20][C:21](=[O:36])[CH2:22][NH:23][C:24](=[O:35])[C:25]4[CH:30]=[CH:29][CH:28]=[C:27]([C:31]([F:34])([F:33])[F:32])[CH:26]=4)[CH2:16]3)[CH2:10][CH2:9]2)=[CH:4][CH:3]=1.C(N(CC)CC)C.[C:44](Cl)(=[O:46])[CH3:45].C([O-])(O)=O.[Na+]. Product: [C:44]([NH:1][C:2]1[CH:3]=[CH:4][C:5]([N:8]2[CH2:14][CH2:13][CH2:12][CH:11]([N:15]3[CH2:19][CH2:18][C@@H:17]([NH:20][C:21](=[O:36])[CH2:22][NH:23][C:24](=[O:35])[C:25]4[CH:30]=[CH:29][CH:28]=[C:27]([C:31]([F:33])([F:34])[F:32])[CH:26]=4)[CH2:16]3)[CH2:10][CH2:9]2)=[CH:6][CH:7]=1)(=[O:46])[CH3:45]. The catalyst class is: 2. (2) Reactant: [NH2:1][C@@H:2]([CH2:34][C:35]1[CH:40]=[CH:39][CH:38]=[CH:37][CH:36]=1)[C@@H:3]([OH:33])[CH2:4][C@@H:5]([NH:20][C:21]([C@@H:23]([NH:28][C:29](=[O:32])[O:30][CH3:31])[C:24]([CH3:27])([CH3:26])[CH3:25])=[O:22])[CH2:6][C:7]1[CH:12]=[CH:11][C:10]([C:13]2[CH:18]=[CH:17][C:16]([CH3:19])=[CH:15][N:14]=2)=[CH:9][CH:8]=1.[CH2:41]([N:48]1[CH2:52][CH2:51][N:50]([C@@H:53]([C:57]([CH3:60])([CH3:59])[CH3:58])[C:54](O)=[O:55])[C:49]1=[O:61])[C:42]1[CH:47]=[CH:46][CH:45]=[CH:44][CH:43]=1.CCOP(ON1N=NC2C=CC=CC=2C1=O)(OCC)=O.C(N(CC)C(C)C)(C)C. Product: [CH2:41]([N:48]1[CH2:52][CH2:51][N:50]([C@@H:53]([C:57]([CH3:59])([CH3:58])[CH3:60])[C:54]([NH:1][C@@H:2]([CH2:34][C:35]2[CH:36]=[CH:37][CH:38]=[CH:39][CH:40]=2)[C@@H:3]([OH:33])[CH2:4][C@@H:5]([NH:20][C:21]([C@@H:23]([NH:28][C:29](=[O:32])[O:30][CH3:31])[C:24]([CH3:27])([CH3:26])[CH3:25])=[O:22])[CH2:6][C:7]2[CH:12]=[CH:11][C:10]([C:13]3[CH:18]=[CH:17][C:16]([CH3:19])=[CH:15][N:14]=3)=[CH:9][CH:8]=2)=[O:55])[C:49]1=[O:61])[C:42]1[CH:43]=[CH:44][CH:45]=[CH:46][CH:47]=1. The catalyst class is: 1. (3) Reactant: [H-].[Na+].[NH2:3][C:4]1[CH:9]=[C:8]([O:10][C:11]2[CH:12]=[C:13]3[C:17](=[CH:18][CH:19]=2)[NH:16][CH:15]=[CH:14]3)[CH:7]=[CH:6][N:5]=1.[CH:20]1([NH:23][C:24](=O)[O:25]C2C=CC=CC=2)[CH2:22][CH2:21]1.O. Product: [CH:20]1([NH:23][C:24]([N:16]2[C:17]3[C:13](=[CH:12][C:11]([O:10][C:8]4[CH:7]=[CH:6][N:5]=[C:4]([NH2:3])[CH:9]=4)=[CH:19][CH:18]=3)[CH:14]=[CH:15]2)=[O:25])[CH2:22][CH2:21]1. The catalyst class is: 9. (4) Reactant: C(=O)([O-])[O-].[K+].[K+].[OH:7][C:8]1[CH:17]=[C:16]([OH:18])[CH:15]=[CH:14][C:9]=1[C:10]([O:12][CH3:13])=[O:11].[Br:19][C:20]1[CH:27]=[C:26]([O:28][CH3:29])[C:25]([O:30][CH3:31])=[CH:24][C:21]=1[CH2:22]Br. Product: [Br:19][C:20]1[CH:27]=[C:26]([O:28][CH3:29])[C:25]([O:30][CH3:31])=[CH:24][C:21]=1[CH2:22][O:18][C:16]1[CH:15]=[CH:14][C:9]([C:10]([O:12][CH3:13])=[O:11])=[C:8]([OH:7])[CH:17]=1. The catalyst class is: 21. (5) Reactant: [NH2:1][C:2]1[CH:11]=[CH:10][C:5]([C:6]([O:8][CH3:9])=[O:7])=[CH:4][C:3]=1[NH:12][C:13](=O)[C:14]([NH:17][C:18]([C:20]1[CH:21]=[CH:22][C:23]2C(C3CCCCC3)=[C:31]3[N:25]([CH2:26][CH2:27][O:28][C:29]4[CH:42]=[C:41]([O:43][CH3:44])[CH:40]=[CH:39][C:30]=43)[C:24]=2[CH:45]=1)=[O:19])([CH3:16])[CH3:15].[C:47]1([CH3:53])[CH:52]=[CH:51][CH:50]=[CH:49][CH:48]=1. Product: [CH:47]1([C:53]2[C:23]3[CH:22]=[CH:21][C:20]([C:18]([NH:17][C:14]([C:13]4[NH:12][C:3]5[CH:4]=[C:5]([C:6]([O:8][CH3:9])=[O:7])[CH:10]=[CH:11][C:2]=5[N:1]=4)([CH3:16])[CH3:15])=[O:19])=[CH:45][C:24]=3[N:25]3[C:31]=2[C:30]2[CH:39]=[CH:40][C:41]([O:43][CH3:44])=[CH:42][C:29]=2[O:28][CH2:27][CH2:26]3)[CH2:52][CH2:51][CH2:50][CH2:49][CH2:48]1. The catalyst class is: 15. (6) Reactant: C([O:8][C@H:9]1[C@H:15]([O:16]CC2C=CC=CC=2)[C@@H:14]([O:24]CC2C=CC=CC=2)[C@:13]2([C:33]3[CH:38]=[CH:37][C:36]([Cl:39])=[C:35]([CH2:40][C:41]4[CH:46]=[CH:45][C:44]([O:47][CH2:48][CH2:49][O:50][CH:51]5[CH2:53][CH2:52]5)=[CH:43][CH:42]=4)[CH:34]=3)[O:32][C@@:10]1([CH2:54][OH:55])[CH2:11][O:12]2)C1C=CC=CC=1.C1COCC1.ClC1C=CC=CC=1Cl. Product: [Cl:39][C:36]1[CH:37]=[CH:38][C:33]([C@@:13]23[O:32][C@@:10]([CH2:54][OH:55])([CH2:11][O:12]2)[C@@H:9]([OH:8])[C@H:15]([OH:16])[C@H:14]3[OH:24])=[CH:34][C:35]=1[CH2:40][C:41]1[CH:46]=[CH:45][C:44]([O:47][CH2:48][CH2:49][O:50][CH:51]2[CH2:53][CH2:52]2)=[CH:43][CH:42]=1. The catalyst class is: 43.